Task: Predict the product of the given reaction.. Dataset: Forward reaction prediction with 1.9M reactions from USPTO patents (1976-2016) (1) Given the reactants [CH3:1][C:2]1[CH:7]=[C:6]([C:8]2[CH:13]=[CH:12][CH:11]=[C:10]([CH3:14])[N:9]=2)[CH:5]=[CH:4][C:3]=1[C:15]1[C:26](=[O:27])[NH:25][C:18]2[N:19]=[C:20](SC)[N:21]=[CH:22][C:17]=2[CH:16]=1.Br[CH2:29][CH2:30][CH2:31][OH:32].[NH2:33][CH:34]1[CH2:37][O:36][CH2:35]1, predict the reaction product. The product is: [OH:32][CH2:31][CH2:30][CH2:29][N:25]1[C:18]2[N:19]=[C:20]([NH:33][CH:34]3[CH2:37][O:36][CH2:35]3)[N:21]=[CH:22][C:17]=2[CH:16]=[C:15]([C:3]2[CH:4]=[CH:5][C:6]([C:8]3[CH:13]=[CH:12][CH:11]=[C:10]([CH3:14])[N:9]=3)=[CH:7][C:2]=2[CH3:1])[C:26]1=[O:27]. (2) Given the reactants [OH:1][C:2]1[CH:3]=[C:4]([CH:24]=[CH:25][CH:26]=1)[CH2:5][N:6]1[CH2:11][CH2:10][N:9]([C:12]2[N:23]=[CH:22][CH:21]=[CH:20][C:13]=2[C:14]([O:16][CH:17]([CH3:19])[CH3:18])=[O:15])[CH2:8][CH2:7]1.Br[CH2:28][C:29]1[CH:34]=[CH:33][CH:32]=[C:31]([O:35][CH3:36])[CH:30]=1.C([O-])([O-])=O.[K+].[K+].[ClH:43], predict the reaction product. The product is: [ClH:43].[CH3:36][O:35][C:31]1[CH:30]=[C:29]([CH2:28][O:1][C:2]2[CH:3]=[C:4]([CH2:5][N:6]3[CH2:7][CH2:8][N:9]([C:12]4[C:13]([C:14]([O:16][CH:17]([CH3:19])[CH3:18])=[O:15])=[CH:20][CH:21]=[CH:22][N:23]=4)[CH2:10][CH2:11]3)[CH:24]=[CH:25][CH:26]=2)[CH:34]=[CH:33][CH:32]=1.